This data is from Catalyst prediction with 721,799 reactions and 888 catalyst types from USPTO. The task is: Predict which catalyst facilitates the given reaction. (1) Reactant: Br[CH2:2][C:3]([OH:5])=O.[ClH:6].[F:7][C:8]([F:19])([F:18])[C:9]1[N:13]2[CH2:14][CH2:15][NH:16][CH2:17][C:12]2=[N:11][N:10]=1.Cl.CN(C)CCCN=C=NCC.C(N(CC)C(C)C)(C)C. Product: [Cl:6][CH2:2][C:3]([N:16]1[CH2:15][CH2:14][N:13]2[C:9]([C:8]([F:18])([F:7])[F:19])=[N:10][N:11]=[C:12]2[CH2:17]1)=[O:5]. The catalyst class is: 4. (2) Reactant: [NH2:1][CH:2]1[CH2:8][CH2:7][CH2:6][N:5]([S:9]([C:12]2[CH:17]=[CH:16][CH:15]=[CH:14][N:13]=2)(=[O:11])=[O:10])[CH2:4][CH:3]1[OH:18].[C:19]([N:26](C1CCCCC1)[C@H:27]([C:29](O)=[O:30])[CH3:28])([O:21][C:22]([CH3:25])([CH3:24])[CH3:23])=[O:20].ON1[C:43]2[CH:44]=[CH:45][CH:46]=[CH:47][C:42]=2N=N1.C(O)C(N)(CO)CO. Product: [C:22]([O:21][C:19](=[O:20])[NH:26][C@H:27]([C:29](=[O:30])[NH:1][CH:2]1[CH2:8][CH2:7][CH2:6][N:5]([S:9]([C:12]2[CH:17]=[CH:16][CH:15]=[CH:14][N:13]=2)(=[O:11])=[O:10])[CH2:4][CH:3]1[OH:18])[CH2:28][CH:42]1[CH2:47][CH2:46][CH2:45][CH2:44][CH2:43]1)([CH3:23])([CH3:24])[CH3:25]. The catalyst class is: 2. (3) Reactant: [CH3:1][C:2]1[CH:3]=[CH:4][C:5]([C:8]2[CH:9]=[C:10]([CH:15]=[C:16]([C:18]3[O:19][CH:20]=[CH:21][N:22]=3)[CH:17]=2)[C:11]([O:13]C)=[O:12])=[N:6][CH:7]=1.[OH-].[Na+]. Product: [CH3:1][C:2]1[CH:3]=[CH:4][C:5]([C:8]2[CH:9]=[C:10]([CH:15]=[C:16]([C:18]3[O:19][CH:20]=[CH:21][N:22]=3)[CH:17]=2)[C:11]([OH:13])=[O:12])=[N:6][CH:7]=1. The catalyst class is: 7. (4) Reactant: [Cl:1][C:2]1[C:7]([CH:8]=[O:9])=[C:6]([Cl:10])[N:5]=[CH:4][N:3]=1.[CH2:11](O)[CH2:12][OH:13].C1(C)C=CC(S(O)(=O)=O)=CC=1. Product: [Cl:1][C:2]1[C:7]([CH:8]2[O:13][CH2:12][CH2:11][O:9]2)=[C:6]([Cl:10])[N:5]=[CH:4][N:3]=1. The catalyst class is: 48. (5) Reactant: O=C1C2C(=CC=CC=2)C(=O)[N:3]1[CH:12]([C:22]1[CH:27]=[CH:26][CH:25]=[CH:24][CH:23]=1)[CH2:13][NH:14][C:15](=[O:21])[O:16][C:17]([CH3:20])([CH3:19])[CH3:18].CN.NN. Product: [NH2:3][CH:12]([C:22]1[CH:27]=[CH:26][CH:25]=[CH:24][CH:23]=1)[CH2:13][NH:14][C:15](=[O:21])[O:16][C:17]([CH3:20])([CH3:18])[CH3:19]. The catalyst class is: 5. (6) Reactant: [C:1]([C@@H:3]1[CH2:8][C@H:7]([N:9]([C:14]([C:16]2[N:20]([CH2:21][CH2:22][CH2:23][CH2:24][O:25][CH3:26])[C:19]3[CH:27]=[CH:28][CH:29]=[CH:30][C:18]=3[N:17]=2)=[O:15])[CH2:10][CH:11]([CH3:13])[CH3:12])[CH2:6][N:5]([C:31]([O:33][C:34]([CH3:37])([CH3:36])[CH3:35])=[O:32])[CH2:4]1)#[N:2].[N:38]([Si](C)(C)C)=[N+:39]=[N-:40].C([Sn](CCCC)=O)CCC. Product: [CH3:26][O:25][CH2:24][CH2:23][CH2:22][CH2:21][N:20]1[C:19]2[CH:27]=[CH:28][CH:29]=[CH:30][C:18]=2[N:17]=[C:16]1[C:14]([N:9]([CH2:10][CH:11]([CH3:12])[CH3:13])[C@H:7]1[CH2:8][C@@H:3]([C:1]2[NH:40][N:39]=[N:38][N:2]=2)[CH2:4][N:5]([C:31]([O:33][C:34]([CH3:35])([CH3:37])[CH3:36])=[O:32])[CH2:6]1)=[O:15]. The catalyst class is: 7.